The task is: Predict the reaction yield, written as a fraction of the theoretical maximum amount of product (1.0 means a 100% yield; for example, 0.34 means a 34% yield).. This data is from Reaction yield outcomes from USPTO patents with 853,638 reactions. (1) The reactants are [I-].[CH3:2][S+](C)(C)=O.[H-].[Na+].[O:9]=[C:10]([N:25]1[CH2:30][CH2:29][C:28](=[O:31])[CH2:27][CH2:26]1)[CH2:11][N:12]1[CH2:17][CH2:16][N:15]([C:18]([O:20][C:21]([CH3:24])([CH3:23])[CH3:22])=[O:19])[CH2:14][CH2:13]1.O. The catalyst is CS(C)=O. The product is [O:31]1[C:28]2([CH2:27][CH2:26][N:25]([C:10](=[O:9])[CH2:11][N:12]3[CH2:13][CH2:14][N:15]([C:18]([O:20][C:21]([CH3:23])([CH3:24])[CH3:22])=[O:19])[CH2:16][CH2:17]3)[CH2:30][CH2:29]2)[CH2:2]1. The yield is 0.990. (2) The reactants are [C:1]([O:5][C:6]([N:8]1[CH2:12][CH:11]([C:13]2[NH:14][CH:15]=[C:16]([C:18]3[CH:23]=[CH:22][C:21](Br)=[CH:20][CH:19]=3)[N:17]=2)[N:10]([C:25](=[O:35])[CH:26]([NH:30][C:31]([O:33][CH3:34])=[O:32])[CH:27]([CH3:29])[CH3:28])[CH2:9]1)=[O:7])([CH3:4])([CH3:3])[CH3:2].[CH3:36][O:37][C:38](=[O:64])[NH:39][CH:40]([C:44]([N:46]1[CH2:50][CH2:49][CH2:48][CH:47]1[C:51]1[NH:52][CH:53]=[C:54]([C:56]2[CH:61]=[CH:60][C:59]([C:62]#[CH:63])=[CH:58][CH:57]=2)[N:55]=1)=[O:45])[CH:41]([CH3:43])[CH3:42].C(N(CC)CC)C. The catalyst is [Cu]I.C1C=CC([P]([Pd]([P](C2C=CC=CC=2)(C2C=CC=CC=2)C2C=CC=CC=2)([P](C2C=CC=CC=2)(C2C=CC=CC=2)C2C=CC=CC=2)[P](C2C=CC=CC=2)(C2C=CC=CC=2)C2C=CC=CC=2)(C2C=CC=CC=2)C2C=CC=CC=2)=CC=1. The product is [C:1]([O:5][C:6]([N:8]1[CH2:12][CH:11]([C:13]2[NH:14][CH:15]=[C:16]([C:18]3[CH:23]=[CH:22][C:21]([C:63]#[C:62][C:59]4[CH:60]=[CH:61][C:56]([C:54]5[N:55]=[C:51]([CH:47]6[CH2:48][CH2:49][CH2:50][N:46]6[C:44](=[O:45])[CH:40]([NH:39][C:38]([O:37][CH3:36])=[O:64])[CH:41]([CH3:43])[CH3:42])[NH:52][CH:53]=5)=[CH:57][CH:58]=4)=[CH:20][CH:19]=3)[N:17]=2)[N:10]([C:25](=[O:35])[CH:26]([NH:30][C:31]([O:33][CH3:34])=[O:32])[CH:27]([CH3:29])[CH3:28])[CH2:9]1)=[O:7])([CH3:4])([CH3:3])[CH3:2]. The yield is 0.350. (3) The reactants are [CH2:1]1[C:5]2([CH2:10][CH2:9][NH:8][CH2:7][CH2:6]2)[CH2:4][CH2:3][N:2]1[C:11]([O:13][C:14]([CH3:17])([CH3:16])[CH3:15])=[O:12].Br[C:19]1[CH:20]=[C:21]2[C:26](=[CH:27][CH:28]=1)[CH:25]=[N:24][CH:23]=[CH:22]2.C1C=CC(P(C2C(C3C(P(C4C=CC=CC=4)C4C=CC=CC=4)=CC=C4C=3C=CC=C4)=C3C(C=CC=C3)=CC=2)C2C=CC=CC=2)=CC=1. The yield is 0.520. The catalyst is C1(C)C=CC=CC=1.[Pd].C([O-])(=O)C. The product is [CH:25]1[C:26]2[C:21](=[CH:20][C:19]([N:8]3[CH2:7][CH2:6][C:5]4([CH2:1][N:2]([C:11]([O:13][C:14]([CH3:17])([CH3:16])[CH3:15])=[O:12])[CH2:3][CH2:4]4)[CH2:10][CH2:9]3)=[CH:28][CH:27]=2)[CH:22]=[CH:23][N:24]=1. (4) The reactants are Cl[CH2:2][C:3]1[CH:4]=[C:5]2[C:10](=[CH:11][CH:12]=1)[N:9]=[C:8]([S:13]([CH3:16])(=[O:15])=[O:14])[CH:7]=[CH:6]2.C[Sn](C)(C)[C:19]1[CH:20]=[C:21]([CH:26]=[CH:27][N:28]=1)[C:22]([O:24][CH3:25])=[O:23]. The catalyst is O1CCOCC1.Cl[Pd](Cl)([P](C1C=CC=CC=1)(C1C=CC=CC=1)C1C=CC=CC=1)[P](C1C=CC=CC=1)(C1C=CC=CC=1)C1C=CC=CC=1. The product is [CH3:16][S:13]([C:8]1[CH:7]=[CH:6][C:5]2[C:10](=[CH:11][CH:12]=[C:3]([CH2:2][C:19]3[CH:20]=[C:21]([CH:26]=[CH:27][N:28]=3)[C:22]([O:24][CH3:25])=[O:23])[CH:4]=2)[N:9]=1)(=[O:15])=[O:14]. The yield is 0.180. (5) The reactants are [NH:1]1[C:5]2[CH:6]=[CH:7][CH:8]=[CH:9][C:4]=2[N:3]=[C:2]1[C:10]1[C:11]([NH2:22])=[N:12][CH:13]=[C:14]([N:16]2[CH2:21][CH2:20][NH:19][CH2:18][CH2:17]2)[N:15]=1.CCN(CC)CC.[CH2:30]([S:32](Cl)(=[O:34])=[O:33])[CH3:31]. The catalyst is C(Cl)Cl. The product is [NH:1]1[C:5]2[CH:6]=[CH:7][CH:8]=[CH:9][C:4]=2[N:3]=[C:2]1[C:10]1[C:11]([NH2:22])=[N:12][CH:13]=[C:14]([N:16]2[CH2:17][CH2:18][N:19]([S:32]([CH2:30][CH3:31])(=[O:34])=[O:33])[CH2:20][CH2:21]2)[N:15]=1. The yield is 0.650. (6) The reactants are [CH3:1][C:2]1[CH:7]=[C:6]([CH3:8])[CH:5]=[C:4]([CH3:9])[C:3]=1[NH2:10].[C:11](Cl)(=[O:13])[CH3:12].CCN(CC)CC. The catalyst is C(Cl)Cl. The product is [CH3:1][C:2]1[CH:7]=[C:6]([CH3:8])[CH:5]=[C:4]([CH3:9])[C:3]=1[NH:10][C:11](=[O:13])[CH3:12]. The yield is 0.990.